Dataset: Reaction yield outcomes from USPTO patents with 853,638 reactions. Task: Predict the reaction yield, written as a fraction of the theoretical maximum amount of product (1.0 means a 100% yield; for example, 0.34 means a 34% yield). The reactants are [N+:1]([CH2:3][C:4]([O:6]C)=O)#[C-:2].[NH:8]1[CH:12]=[CH:11][CH2:10][CH2:9]1. No catalyst specified. The product is [N+:1]([CH2:3][C:4]([N:8]1[CH2:12][CH:11]=[CH:10][CH2:9]1)=[O:6])#[C-:2]. The yield is 0.730.